From a dataset of Peptide-MHC class II binding affinity with 134,281 pairs from IEDB. Regression. Given a peptide amino acid sequence and an MHC pseudo amino acid sequence, predict their binding affinity value. This is MHC class II binding data. (1) The peptide sequence is EKKYFAATQFEPLWA. The MHC is DRB1_0701 with pseudo-sequence DRB1_0701. The binding affinity (normalized) is 0.665. (2) The peptide sequence is TDVLRYVILVGAAFA. The MHC is DRB1_0401 with pseudo-sequence DRB1_0401. The binding affinity (normalized) is 0.137. (3) The peptide sequence is LSPLSNMVSMANNHM. The MHC is HLA-DQA10101-DQB10501 with pseudo-sequence HLA-DQA10101-DQB10501. The binding affinity (normalized) is 0.611. (4) The peptide sequence is AAATAGTTVYGTFAA. The MHC is HLA-DQA10501-DQB10301 with pseudo-sequence HLA-DQA10501-DQB10301. The binding affinity (normalized) is 0.567. (5) The peptide sequence is MYRELLELVAADVES. The MHC is DRB1_0101 with pseudo-sequence DRB1_0101. The binding affinity (normalized) is 0.472. (6) The peptide sequence is NMVVERLGDYLVEQG. The binding affinity (normalized) is 0.404. The MHC is HLA-DQA10501-DQB10201 with pseudo-sequence HLA-DQA10501-DQB10201. (7) The peptide sequence is IVLASAALGPLIEGN. The MHC is HLA-DQA10501-DQB10303 with pseudo-sequence HLA-DQA10501-DQB10303. The binding affinity (normalized) is 0.602. (8) The peptide sequence is IQLVFSSMINPLVIT. The MHC is DRB5_0101 with pseudo-sequence DRB5_0101. The binding affinity (normalized) is 0.625. (9) The peptide sequence is YEGLSYRSLQPEEFA. The MHC is HLA-DPA10103-DPB10201 with pseudo-sequence HLA-DPA10103-DPB10201. The binding affinity (normalized) is 0.469.